Dataset: Full USPTO retrosynthesis dataset with 1.9M reactions from patents (1976-2016). Task: Predict the reactants needed to synthesize the given product. (1) Given the product [NH:1]1[C:9]2[C:4](=[CH:5][CH:6]=[CH:7][CH:8]=2)[CH:3]=[C:2]1[CH2:10][CH2:11][NH:12][C:13]1[CH:18]=[CH:17][C:16]([N:19]2[C:31](=[O:32])[CH:30]=[C:29]([CH3:35])[N:25]=[C:26]2[CH3:28])=[CH:15][C:14]=1[F:20], predict the reactants needed to synthesize it. The reactants are: [NH:1]1[C:9]2[C:4](=[CH:5][CH:6]=[CH:7][CH:8]=2)[CH:3]=[C:2]1[CH2:10][CH2:11][NH:12][C:13]1[CH:18]=[CH:17][C:16]([NH2:19])=[CH:15][C:14]=1[F:20].C[Al](C)C.[NH:25](/[C:29](/[CH3:35])=[CH:30]\[C:31](OC)=[O:32])[C:26]([CH3:28])=O. (2) The reactants are: [O:1]1[C:5]2[CH:6]=[CH:7][C:8]([CH2:10]C(C)C=O)=C[C:4]=2[O:3][CH2:2]1.[CH2:15](O)C/C=C\CC. Given the product [C:2]([O:3][CH2:4][CH2:5]/[CH:6]=[CH:7]\[CH2:8][CH3:10])(=[O:1])[CH3:15], predict the reactants needed to synthesize it. (3) Given the product [Br:8][C:9]1[C:17]2[S:16][C:15]([C:18]([N:24]([O:23][CH3:22])[CH3:25])=[O:20])=[CH:14][C:13]=2[CH:12]=[CH:11][CH:10]=1, predict the reactants needed to synthesize it. The reactants are: C(N(CC)CC)C.[Br:8][C:9]1[C:17]2[S:16][C:15]([C:18]([OH:20])=O)=[CH:14][C:13]=2[CH:12]=[CH:11][CH:10]=1.Cl.[CH3:22][O:23][NH:24][CH3:25].CCN=C=NCCCN(C)C.C1C=CC2N(O)N=NC=2C=1.C(=O)(O)[O-].[Na+]. (4) Given the product [CH3:1][O:2][C:3](=[O:30])[CH2:4][CH:5]([S:33][C:31](=[O:34])[CH3:32])[CH:6]1[O:10][N:9]=[C:8]([C:11]2[CH:16]=[CH:15][C:14]([O:17][CH2:18][C:19]3[C:28]4[C:23](=[CH:24][CH:25]=[CH:26][CH:27]=4)[N:22]=[C:21]([CH3:29])[CH:20]=3)=[CH:13][CH:12]=2)[CH2:7]1, predict the reactants needed to synthesize it. The reactants are: [CH3:1][O:2][C:3](=[O:30])[CH:4]=[CH:5][CH:6]1[O:10][N:9]=[C:8]([C:11]2[CH:16]=[CH:15][C:14]([O:17][CH2:18][C:19]3[C:28]4[C:23](=[CH:24][CH:25]=[CH:26][CH:27]=4)[N:22]=[C:21]([CH3:29])[CH:20]=3)=[CH:13][CH:12]=2)[CH2:7]1.[C:31]([OH:34])(=[S:33])[CH3:32].C(N(CC)CC)C. (5) Given the product [Cl:1][C:2]1[N:7]2[N:8]=[C:9]([C:27]3[CH:32]=[CH:31][C:30]([F:33])=[CH:29][CH:28]=3)[C:10]([C:11]3[N:16]=[C:15]([NH:17][CH:18]4[CH2:19][CH2:20][CH2:21][CH2:22]4)[N:14]=[C:13]([C:23]([NH:17][CH:18]4[CH2:22][CH2:21][CH2:20][CH2:19]4)=[O:25])[CH:12]=3)=[C:6]2[CH:5]=[CH:4][CH:3]=1, predict the reactants needed to synthesize it. The reactants are: [Cl:1][C:2]1[N:7]2[N:8]=[C:9]([C:27]3[CH:32]=[CH:31][C:30]([F:33])=[CH:29][CH:28]=3)[C:10]([C:11]3[N:16]=[C:15]([NH:17][CH:18]4[CH2:22][CH2:21][CH2:20][CH2:19]4)[N:14]=[C:13]([C:23]([O:25]C)=O)[CH:12]=3)=[C:6]2[CH:5]=[CH:4][CH:3]=1. (6) Given the product [Cl:21][C:16]1[CH:17]=[C:18]([O:3][C:4]2[CH:5]=[C:6]3[C:10](=[CH:11][CH:12]=2)[NH:9][CH:8]=[CH:7]3)[N:19]=[C:14]([NH2:13])[N:15]=1, predict the reactants needed to synthesize it. The reactants are: [H-].[Na+].[OH:3][C:4]1[CH:5]=[C:6]2[C:10](=[CH:11][CH:12]=1)[NH:9][CH:8]=[CH:7]2.[NH2:13][C:14]1[N:19]=[C:18](Cl)[CH:17]=[C:16]([Cl:21])[N:15]=1.